This data is from Forward reaction prediction with 1.9M reactions from USPTO patents (1976-2016). The task is: Predict the product of the given reaction. (1) Given the reactants [Cl:1][C:2]1[CH:7]=[C:6]([N+:8]([O-])=O)[CH:5]=[CH:4][C:3]=1[O:11][CH2:12][CH:13]1[CH2:15][CH2:14]1.[Cl-].[Ca+2].[Cl-], predict the reaction product. The product is: [Cl:1][C:2]1[CH:7]=[C:6]([CH:5]=[CH:4][C:3]=1[O:11][CH2:12][CH:13]1[CH2:14][CH2:15]1)[NH2:8]. (2) Given the reactants [OH-:1].[Na+].[CH3:3][C:4]([O:7][C:8]([N:10]([C:49]([O:51]C(C)(C)C)=[O:50])[C:11]([C:13]1[CH:14]=[C:15](B2OC(C)(C)C(C)(C)O2)[CH:16]=[C:17]2[C:21]=1[N:20]([C:22]([O:24][C:25]([CH3:28])([CH3:27])[CH3:26])=[O:23])[CH:19]=[C:18]2[CH:29]1[CH2:34][CH2:33][N:32]([S:35]([CH2:38][CH3:39])(=[O:37])=[O:36])[CH2:31][CH2:30]1)=[O:12])=[O:9])([CH3:6])[CH3:5].OO, predict the reaction product. The product is: [CH3:3][C:4]([O:7][C:8]([N:10]([C:49]([O:51][C:4]([CH3:6])([CH3:5])[CH3:3])=[O:50])[C:11]([C:13]1[CH:14]=[C:15]([OH:1])[CH:16]=[C:17]2[C:21]=1[N:20]([C:22]([O:24][C:25]([CH3:28])([CH3:26])[CH3:27])=[O:23])[CH:19]=[C:18]2[CH:29]1[CH2:30][CH2:31][N:32]([S:35]([CH2:38][CH3:39])(=[O:36])=[O:37])[CH2:33][CH2:34]1)=[O:12])=[O:9])([CH3:6])[CH3:5]. (3) Given the reactants ClC1C2N=C(C3C=C(C=CC=3)C(NC[CH2:18][CH:19]3[CH2:24][CH2:23][N:22]([C:25]4[CH:30]=[CH:29][N:28]=[CH:27][CH:26]=4)[CH2:21][CH2:20]3)=O)SC=2C=CC=1.N1C=CC(N2CCC(CN)CC2)=CC=1.[Cl:48][C:49]1[C:57]2[N:56]=[C:55]([CH:58]3[CH2:63][CH2:62][CH2:61][N:60]([C:64](O)=O)[CH2:59]3)[NH:54][C:53]=2[CH:52]=[CH:51][CH:50]=1.B(O)O.C([O:72][C:73]([N:75]1CCCC(CO)C1)=O)C, predict the reaction product. The product is: [Cl:48][C:49]1[C:57]2[N:56]=[C:55]([CH:58]3[CH2:63][CH2:62][CH2:61][N:60]([CH2:64][C:73]([NH:75][CH2:18][CH:19]4[CH2:20][CH2:21][N:22]([C:25]5[CH:26]=[CH:27][N:28]=[CH:29][CH:30]=5)[CH2:23][CH2:24]4)=[O:72])[CH2:59]3)[NH:54][C:53]=2[CH:52]=[CH:51][CH:50]=1. (4) Given the reactants [Cl:1][C:2]1[C:10]2[S:9][C:8](=[N:11][C:12](=[O:23])[C:13]3[CH:18]=[CH:17][CH:16]=[C:15]([C:19]([F:22])([F:21])[F:20])[CH:14]=3)[NH:7][C:6]=2[CH:5]=[C:4]([C:24]([F:27])([F:26])[F:25])[CH:3]=1.Br[CH:29]([CH2:34][CH3:35])[C:30]([O:32]C)=[O:31].FC1C2SC(=NC(=O)C3C=CC=C(Cl)C=3)NC=2C=CC=1OC.BrCC(OCC)=O, predict the reaction product. The product is: [Cl:1][C:2]1[C:10]2[S:9][C:8](=[N:11][C:12](=[O:23])[C:13]3[CH:18]=[CH:17][CH:16]=[C:15]([C:19]([F:21])([F:22])[F:20])[CH:14]=3)[N:7]([CH:29]([CH2:34][CH3:35])[C:30]([OH:32])=[O:31])[C:6]=2[CH:5]=[C:4]([C:24]([F:27])([F:25])[F:26])[CH:3]=1. (5) Given the reactants F[C:2]1[CH:3]=[CH:4][C:5]([N+:9]([O-:11])=[O:10])=[C:6]([CH3:8])[CH:7]=1.CN1CCCC1=O.[NH2:19][CH:20]([CH2:23][OH:24])[CH2:21][OH:22], predict the reaction product. The product is: [N+:9]([C:5]1[CH:4]=[CH:3][C:2]([NH:19][CH:20]([CH2:23][OH:24])[CH2:21][OH:22])=[CH:7][C:6]=1[CH3:8])([O-:11])=[O:10]. (6) Given the reactants [C:1]([N:4]1[C:13]2[C:8](=[CH:9][CH:10]=[CH:11][CH:12]=2)[C@@H:7]([OH:14])[CH2:6][C@@H:5]1[CH3:15])(=[O:3])[CH3:2].[F:16][C:17]1[CH:23]=[CH:22][CH:21]=[CH:20][C:18]=1N, predict the reaction product. The product is: [C:1]([N:4]1[C:13]2[C:8](=[CH:9][CH:10]=[CH:11][CH:12]=2)[C@H:7]([O:14][C:18]2[CH:20]=[CH:21][CH:22]=[CH:23][C:17]=2[F:16])[CH2:6][C@@H:5]1[CH3:15])(=[O:3])[CH3:2].